From a dataset of Full USPTO retrosynthesis dataset with 1.9M reactions from patents (1976-2016). Predict the reactants needed to synthesize the given product. (1) Given the product [CH3:14][O:10][CH:1]([C:6]([F:9])([F:8])[F:7])[C:2]([F:5])([F:4])[F:3], predict the reactants needed to synthesize it. The reactants are: [CH:1]([OH:10])([C:6]([F:9])([F:8])[F:7])[C:2]([F:5])([F:4])[F:3].[OH-].[K+].Cl[CH3:14]. (2) Given the product [ClH:22].[Br:1][C:2]1[N:3]=[C:4]([C:18]([F:20])([F:19])[F:21])[N:5]2[CH2:10][CH2:9][NH:8][CH2:7][C:6]=12, predict the reactants needed to synthesize it. The reactants are: [Br:1][C:2]1[N:3]=[C:4]([C:18]([F:21])([F:20])[F:19])[N:5]2[CH2:10][CH2:9][N:8](C(OC(C)(C)C)=O)[CH2:7][C:6]=12.[ClH:22]. (3) Given the product [CH2:1]([O:3][C:4]1[CH:5]=[C:6]([C@H:12]([N:17]2[C:25](=[O:26])[C:24]3[C:19](=[CH:20][CH:21]=[CH:22][C:23]=3[NH:27][C:28](=[O:30])[CH3:29])[C:18]2=[O:31])[CH2:13][CH2:14][N:15]([CH:32]=[O:33])[OH:16])[CH:7]=[CH:8][C:9]=1[O:10][CH3:11])[CH3:2], predict the reactants needed to synthesize it. The reactants are: [CH2:1]([O:3][C:4]1[CH:5]=[C:6]([C@H:12]([N:17]2[C:25](=[O:26])[C:24]3[C:19](=[CH:20][CH:21]=[CH:22][C:23]=3[NH:27][C:28](=[O:30])[CH3:29])[C:18]2=[O:31])[CH2:13][CH2:14][NH:15][OH:16])[CH:7]=[CH:8][C:9]=1[O:10][CH3:11])[CH3:2].[CH:32](OC(=O)C)=[O:33]. (4) Given the product [CH3:1][N+:2]([CH2:5][CH2:6][O:7][P:8]([O:11][CH2:12][CH2:13][CH2:14][CH2:15][CH2:16][C:17]([O:19][C:25]1[CH:30]=[CH:29][C:28]([N+:31]([O-:33])=[O:32])=[CH:27][CH:26]=1)=[O:18])([O-:10])=[O:9])([CH3:4])[CH3:3], predict the reactants needed to synthesize it. The reactants are: [CH3:1][N+:2]([CH2:5][CH2:6][O:7][P:8]([O:11][CH2:12][CH2:13][CH2:14][CH2:15][CH2:16][C:17]([OH:19])=[O:18])([OH:10])=[O:9])([CH3:4])[CH3:3].FC(F)(F)C(O[C:25]1[CH:30]=[CH:29][C:28]([N+:31]([O-:33])=[O:32])=[CH:27][CH:26]=1)=O.N1C(C)=CC=CC=1C.C(OCC)C. (5) Given the product [CH3:11][CH2:12][O:7][C:5]([CH3:1])=[O:6].[CH2:9]([Cl:15])[Cl:8], predict the reactants needed to synthesize it. The reactants are: [C:1]1([C:5]([OH:7])=[O:6])CCC=1.[ClH:8].[CH3:9]O[C:11](=O)[CH2:12]N.[ClH:15].CN(C)CCCN=C=NCC.C(N(CC)C(C)C)(C)C.[O-2].[Al+3].[O-2].[O-2].[Al+3]. (6) The reactants are: [F:1][C:2]1[CH:19]=[CH:18][C:5]([C:6]([N:8]2[CH2:13][CH2:12][CH2:11][C@H:10]([C:14]([NH:16][OH:17])=[NH:15])[CH2:9]2)=[O:7])=[CH:4][CH:3]=1.[F:20][C:21]1[CH:30]=[CH:29][C:24]([CH2:25][N:26]=[C:27]=O)=[CH:23][CH:22]=1. Given the product [F:20][C:21]1[CH:30]=[CH:29][C:24]([CH2:25][NH:26][C:27]2[O:17][N:16]=[C:14]([C@H:10]3[CH2:11][CH2:12][CH2:13][N:8]([C:6]([C:5]4[CH:18]=[CH:19][C:2]([F:1])=[CH:3][CH:4]=4)=[O:7])[CH2:9]3)[N:15]=2)=[CH:23][CH:22]=1, predict the reactants needed to synthesize it. (7) Given the product [Si:1]([O:8][CH2:9][C:10]1([N:13]([CH2:14][C:15]2([OH:28])[CH2:16][CH2:17][N:18]([C:21]([O:23][C:24]([CH3:27])([CH3:26])[CH3:25])=[O:22])[CH2:19][CH2:20]2)[C:40](=[O:41])[CH2:39][Cl:38])[CH2:11][CH2:12]1)([C:4]([CH3:7])([CH3:6])[CH3:5])([CH3:3])[CH3:2], predict the reactants needed to synthesize it. The reactants are: [Si:1]([O:8][CH2:9][C:10]1([NH:13][CH2:14][C:15]2([OH:28])[CH2:20][CH2:19][N:18]([C:21]([O:23][C:24]([CH3:27])([CH3:26])[CH3:25])=[O:22])[CH2:17][CH2:16]2)[CH2:12][CH2:11]1)([C:4]([CH3:7])([CH3:6])[CH3:5])([CH3:3])[CH3:2].C(N(CC)C(C)C)(C)C.[Cl:38][CH2:39][C:40](Cl)=[O:41].